Task: Predict the reactants needed to synthesize the given product.. Dataset: Full USPTO retrosynthesis dataset with 1.9M reactions from patents (1976-2016) Given the product [CH2:1]([O:3][C:4]1[C:9]2[NH:10][C:11](=[O:13])[O:12][C:8]=2[CH:7]=[C:6]([CH:14]=[O:15])[CH:5]=1)[CH3:2], predict the reactants needed to synthesize it. The reactants are: [CH2:1]([O:3][C:4]1[C:9]2[NH:10][C:11](=[O:13])[O:12][C:8]=2[CH:7]=[C:6]([CH2:14][OH:15])[CH:5]=1)[CH3:2].